From a dataset of Peptide-MHC class I binding affinity with 185,985 pairs from IEDB/IMGT. Regression. Given a peptide amino acid sequence and an MHC pseudo amino acid sequence, predict their binding affinity value. This is MHC class I binding data. (1) The MHC is HLA-A02:02 with pseudo-sequence HLA-A02:02. The binding affinity (normalized) is 0.811. The peptide sequence is VVFLHVTYV. (2) The peptide sequence is QTDNDIWFW. The MHC is HLA-A02:16 with pseudo-sequence HLA-A02:16. The binding affinity (normalized) is 0.0847. (3) The peptide sequence is HRTLLMNEL. The MHC is HLA-B39:01 with pseudo-sequence HLA-B39:01. The binding affinity (normalized) is 0.0847. (4) The binding affinity (normalized) is 0.0847. The peptide sequence is SQAFNTPAL. The MHC is HLA-A01:01 with pseudo-sequence HLA-A01:01. (5) The peptide sequence is YHSQGSWYK. The MHC is HLA-A01:01 with pseudo-sequence HLA-A01:01. The binding affinity (normalized) is 0.0847. (6) The peptide sequence is TMPELAWAV. The MHC is HLA-B08:01 with pseudo-sequence HLA-B08:01. The binding affinity (normalized) is 0.111.